This data is from Reaction yield outcomes from USPTO patents with 853,638 reactions. The task is: Predict the reaction yield, written as a fraction of the theoretical maximum amount of product (1.0 means a 100% yield; for example, 0.34 means a 34% yield). (1) The catalyst is C(OCC)(=O)C. The yield is 0.350. The product is [CH2:13]([N:20]1[C:25](=[O:26])[C:24]([CH2:27][C:28]2[CH:33]=[CH:32][C:31]([C:34]3[CH:39]=[CH:38][CH:37]=[CH:36][C:35]=3[C:40]3[NH:3][C:4](=[O:7])[O:5][N:41]=3)=[CH:30][CH:29]=2)=[C:23]([CH2:42][CH2:43][CH2:44][CH3:45])[N:22]=[C:21]1[CH2:46][OH:47])[C:14]1[CH:19]=[CH:18][CH:17]=[CH:16][CH:15]=1. The reactants are [Cl-].O[NH3+:3].[C:4](=[O:7])([O-])[OH:5].[Na+].CS(C)=O.[CH2:13]([N:20]1[C:25](=[O:26])[C:24]([CH2:27][C:28]2[CH:33]=[CH:32][C:31]([C:34]3[C:35]([C:40]#[N:41])=[CH:36][CH:37]=[CH:38][CH:39]=3)=[CH:30][CH:29]=2)=[C:23]([CH2:42][CH2:43][CH2:44][CH3:45])[N:22]=[C:21]1[CH2:46][OH:47])[C:14]1[CH:19]=[CH:18][CH:17]=[CH:16][CH:15]=1. (2) The reactants are C([O:3][C:4](=[O:25])[CH2:5][CH2:6][C:7]1[CH:12]=[CH:11][C:10]([S:13][CH2:14][CH2:15][C@H:16]([O:18]S(C)(=O)=O)[CH3:17])=[CH:9][C:8]=1[CH2:23][CH3:24])C.[F:26][C:27]1[CH:44]=[C:43]([F:45])[CH:42]=[CH:41][C:28]=1[O:29][C:30]1[CH:35]=[C:34]([C:36]([F:39])([F:38])[F:37])[CH:33]=[CH:32][C:31]=1O. No catalyst specified. The product is [F:26][C:27]1[CH:44]=[C:43]([F:45])[CH:42]=[CH:41][C:28]=1[O:29][C:30]1[CH:35]=[C:34]([C:36]([F:39])([F:38])[F:37])[CH:33]=[CH:32][C:31]=1[O:18][C@@H:16]([CH3:17])[CH2:15][CH2:14][S:13][C:10]1[CH:11]=[CH:12][C:7]([CH2:6][CH2:5][C:4]([OH:3])=[O:25])=[C:8]([CH2:23][CH3:24])[CH:9]=1. The yield is 0.590. (3) The reactants are Br[C:2]1[C:3]([O:17][C:18]2[CH:23]=[CH:22][C:21]([N+:24]([O-:26])=[O:25])=[CH:20][C:19]=2[F:27])=[CH:4][C:5]2[C:9]([CH:10]=1)=[N:8][N:7]([CH:11]1[CH2:16][CH2:15][CH2:14][CH2:13][O:12]1)[CH:6]=2.CCC(O)(C)C.N#N.C(P(C(C)(C)C)C1C=CC=CC=1C1C=CC=CC=1C)(C)(C)C.Cl.[CH3:59][C:60]1([CH3:66])[O:65][CH2:64][CH2:63][NH:62][CH2:61]1.[OH-].[K+]. The catalyst is O.C1C=CC(/C=C/C(/C=C/C2C=CC=CC=2)=O)=CC=1.C1C=CC(/C=C/C(/C=C/C2C=CC=CC=2)=O)=CC=1.C1C=CC(/C=C/C(/C=C/C2C=CC=CC=2)=O)=CC=1.[Pd].[Pd].CCOC(C)=O. The product is [F:27][C:19]1[CH:20]=[C:21]([N+:24]([O-:26])=[O:25])[CH:22]=[CH:23][C:18]=1[O:17][C:3]1[C:2]([N:62]2[CH2:63][CH2:64][O:65][C:60]([CH3:66])([CH3:59])[CH2:61]2)=[CH:10][C:9]2[C:5](=[CH:6][N:7]([CH:11]3[CH2:16][CH2:15][CH2:14][CH2:13][O:12]3)[N:8]=2)[CH:4]=1. The yield is 0.750.